From a dataset of Full USPTO retrosynthesis dataset with 1.9M reactions from patents (1976-2016). Predict the reactants needed to synthesize the given product. (1) Given the product [CH3:1][N:2]1[CH:6]=[C:5]([N:7]2[C:19]3[C:18]4[CH:17]=[C:16]([C:20]5[CH:21]=[N:22][CH:23]=[CH:24][CH:25]=5)[CH:15]=[CH:14][C:13]=4[N:12]=[CH:11][C:10]=3[N:9]([CH3:26])[C:8]2=[S:38])[C:4]([CH3:28])=[N:3]1, predict the reactants needed to synthesize it. The reactants are: [CH3:1][N:2]1[CH:6]=[C:5]([N:7]2[C:19]3[C:18]4[CH:17]=[C:16]([C:20]5[CH:21]=[N:22][CH:23]=[CH:24][CH:25]=5)[CH:15]=[CH:14][C:13]=4[N:12]=[CH:11][C:10]=3[N:9]([CH3:26])[C:8]2=O)[C:4]([CH3:28])=[N:3]1.COC1C=CC(P2(SP(C3C=CC(OC)=CC=3)(=S)S2)=[S:38])=CC=1. (2) Given the product [OH:6][CH2:7][CH:8]([NH:17][C:18]([CH:20]1[N:24]2[C:25](=[O:44])[CH:26]([NH:31][C:32]([C:34]3[CH:43]=[CH:42][C:41]4[C:36](=[CH:37][CH:38]=[CH:39][CH:40]=4)[CH:35]=3)=[O:33])[CH2:27][CH:28]=[CH:29][CH2:30][CH:23]2[CH2:22][CH2:21]1)=[O:19])[CH2:9][C:10]([NH:12][S:13]([CH3:16])(=[O:14])=[O:15])=[O:11], predict the reactants needed to synthesize it. The reactants are: C([SiH2][O:6][C:7](C)(C)[CH:8]([NH:17][C:18]([CH:20]1[N:24]2[C:25](=[O:44])[CH:26]([NH:31][C:32]([C:34]3[CH:43]=[CH:42][C:41]4[C:36](=[CH:37][CH:38]=[CH:39][CH:40]=4)[CH:35]=3)=[O:33])[CH2:27][CH:28]=[CH:29][CH2:30][CH:23]2[CH2:22][CH2:21]1)=[O:19])[CH2:9][C:10]([NH:12][S:13]([CH3:16])(=[O:15])=[O:14])=[O:11])(C)(C)C.P([O-])([O-])([O-])=O. (3) Given the product [CH3:27][O:26][CH:3]([O:2][CH3:1])[CH2:4][C:5]1[N:6]([CH3:25])[C:7](=[O:24])[C:8]([OH:15])=[C:9]([C:11]([NH:42][CH2:41][C:40]2[CH:43]=[CH:44][C:37]([F:36])=[CH:38][CH:39]=2)=[O:13])[N:10]=1, predict the reactants needed to synthesize it. The reactants are: [CH3:1][O:2][CH:3]([O:26][CH3:27])[CH2:4][C:5]1[N:6]([CH3:25])[C:7](=[O:24])[C:8]([O:15]C(=O)C2C=CC=CC=2)=[C:9]([C:11]([O:13]C)=O)[N:10]=1.COC(OC)CC#N.[F:36][C:37]1[CH:44]=[CH:43][C:40]([CH2:41][NH2:42])=[CH:39][CH:38]=1. (4) Given the product [CH3:11][C:10]1([CH3:12])[O:9][CH:3]([CH:2]([OH:6])[CH3:1])[CH2:4][O:5]1, predict the reactants needed to synthesize it. The reactants are: [CH2:1](O)[CH:2]([OH:6])[CH2:3][CH2:4][OH:5].C[O:9][C:10](OC)([CH3:12])[CH3:11].C1(C)C=CC(S(O)(=O)=O)=CC=1. (5) The reactants are: O=[C:2]1[CH2:7][CH2:6][N:5]([C:8]([O:10][C:11]([CH3:14])([CH3:13])[CH3:12])=[O:9])[CH2:4][CH:3]1[C:15]([O:17]C)=O.[O-]CC.[Na+].[CH3:23][O:24][C:25]1[CH:26]=[C:27]([NH:37][C:38]([NH2:40])=[NH:39])[CH:28]=[CH:29][C:30]=1[N:31]1[CH:35]=[C:34]([CH3:36])[N:33]=[CH:32]1. Given the product [OH:17][C:15]1[C:3]2[CH2:4][N:5]([C:8]([O:10][C:11]([CH3:12])([CH3:13])[CH3:14])=[O:9])[CH2:6][CH2:7][C:2]=2[N:40]=[C:38]([NH:37][C:27]2[CH:28]=[CH:29][C:30]([N:31]3[CH:35]=[C:34]([CH3:36])[N:33]=[CH:32]3)=[C:25]([O:24][CH3:23])[CH:26]=2)[N:39]=1, predict the reactants needed to synthesize it. (6) Given the product [Cl:1][C:2]1[CH:16]=[CH:15][CH:14]=[CH:13][C:3]=1[O:4][C:5]1[CH:6]=[C:7]([CH:10]=[CH:11][CH:12]=1)[CH2:8][NH2:9], predict the reactants needed to synthesize it. The reactants are: [Cl:1][C:2]1[CH:16]=[CH:15][CH:14]=[CH:13][C:3]=1[O:4][C:5]1[CH:6]=[C:7]([CH:10]=[CH:11][CH:12]=1)[C:8]#[N:9].C1COCC1.[H-].[Al+3].[Li+].[H-].[H-].[H-].[OH-].[Na+]. (7) Given the product [CH3:31][N:32]1[C:40]2[C:35](=[CH:36][C:30]([NH:26][C:19]([NH:18][C:14]3[CH:13]=[C:12]([CH:17]=[CH:16][CH:15]=3)[O:11][C:9]3[CH:8]=[CH:7][N:6]=[C:5]([C:3]([O:2][CH3:1])=[O:4])[CH:10]=3)=[O:20])=[CH:29][CH:39]=2)[CH:34]=[N:33]1, predict the reactants needed to synthesize it. The reactants are: [CH3:1][O:2][C:3]([C:5]1[CH:10]=[C:9]([O:11][C:12]2[CH:17]=[CH:16][CH:15]=[C:14]([NH2:18])[CH:13]=2)[CH:8]=[CH:7][N:6]=1)=[O:4].[C:19]([N:26]1[CH:30]=[CH:29]N=C1)(N1C=CN=C1)=[O:20].[CH3:31][N:32]1[C:40]2[C:35](=[CH:36]C(N)=C[CH:39]=2)[CH:34]=[N:33]1. (8) Given the product [CH3:35][O:34][CH:22]([O:21][CH3:20])[C:23]1[C:24]([F:33])=[CH:25][CH:26]=[C:27]([N+:30]([O-:32])=[O:31])[C:28]=1[NH:4][C:3]1[CH:5]=[CH:6][C:7]([I:9])=[CH:8][C:2]=1[F:1], predict the reactants needed to synthesize it. The reactants are: [F:1][C:2]1[CH:8]=[C:7]([I:9])[CH:6]=[CH:5][C:3]=1[NH2:4].[Li+].C[Si]([N-][Si](C)(C)C)(C)C.[CH3:20][O:21][CH:22]([O:34][CH3:35])[C:23]1[C:28](F)=[C:27]([N+:30]([O-:32])=[O:31])[CH:26]=[CH:25][C:24]=1[F:33].